From a dataset of Merck oncology drug combination screen with 23,052 pairs across 39 cell lines. Regression. Given two drug SMILES strings and cell line genomic features, predict the synergy score measuring deviation from expected non-interaction effect. (1) Drug 1: Nc1ccn(C2OC(CO)C(O)C2(F)F)c(=O)n1. Drug 2: Cn1nnc2c(C(N)=O)ncn2c1=O. Cell line: UWB1289. Synergy scores: synergy=-5.49. (2) Drug 1: CN(Cc1cnc2nc(N)nc(N)c2n1)c1ccc(C(=O)NC(CCC(=O)O)C(=O)O)cc1. Drug 2: O=C(CCCCCCC(=O)Nc1ccccc1)NO. Cell line: RKO. Synergy scores: synergy=-30.0. (3) Drug 2: O=C(NOCC(O)CO)c1ccc(F)c(F)c1Nc1ccc(I)cc1F. Cell line: PA1. Drug 1: N#Cc1ccc(Cn2cncc2CN2CCN(c3cccc(Cl)c3)C(=O)C2)cc1. Synergy scores: synergy=15.3. (4) Drug 1: CCC1(O)C(=O)OCc2c1cc1n(c2=O)Cc2cc3c(CN(C)C)c(O)ccc3nc2-1. Drug 2: CNC(=O)c1cc(Oc2ccc(NC(=O)Nc3ccc(Cl)c(C(F)(F)F)c3)cc2)ccn1. Cell line: UWB1289. Synergy scores: synergy=-5.87. (5) Drug 1: CCC1(O)C(=O)OCc2c1cc1n(c2=O)Cc2cc3c(CN(C)C)c(O)ccc3nc2-1. Drug 2: Cn1cc(-c2cnn3c(N)c(Br)c(C4CCCNC4)nc23)cn1. Cell line: RPMI7951. Synergy scores: synergy=-3.26. (6) Drug 1: CS(=O)(=O)CCNCc1ccc(-c2ccc3ncnc(Nc4ccc(OCc5cccc(F)c5)c(Cl)c4)c3c2)o1. Drug 2: COC1=C2CC(C)CC(OC)C(O)C(C)C=C(C)C(OC(N)=O)C(OC)C=CC=C(C)C(=O)NC(=CC1=O)C2=O. Cell line: NCIH23. Synergy scores: synergy=-2.92. (7) Drug 1: O=S1(=O)NC2(CN1CC(F)(F)F)C1CCC2Cc2cc(C=CCN3CCC(C(F)(F)F)CC3)ccc2C1. Drug 2: COc1cccc2c1C(=O)c1c(O)c3c(c(O)c1C2=O)CC(O)(C(=O)CO)CC3OC1CC(N)C(O)C(C)O1. Cell line: UACC62. Synergy scores: synergy=6.33.